Dataset: Reaction yield outcomes from USPTO patents with 853,638 reactions. Task: Predict the reaction yield, written as a fraction of the theoretical maximum amount of product (1.0 means a 100% yield; for example, 0.34 means a 34% yield). The reactants are [C:1]([O:5][C:6]([N:8]1[CH2:11][CH:10]([C:12](O)=[O:13])[CH2:9]1)=[O:7])([CH3:4])([CH3:3])[CH3:2]. The catalyst is O1CCCC1. The product is [C:1]([O:5][C:6]([N:8]1[CH2:11][CH:10]([CH2:12][OH:13])[CH2:9]1)=[O:7])([CH3:4])([CH3:3])[CH3:2]. The yield is 0.980.